Dataset: Reaction yield outcomes from USPTO patents with 853,638 reactions. Task: Predict the reaction yield, written as a fraction of the theoretical maximum amount of product (1.0 means a 100% yield; for example, 0.34 means a 34% yield). The reactants are [CH2:1]([O:3][C:4](=[O:14])[CH2:5][NH:6][CH2:7][C:8]1[CH:13]=[CH:12][CH:11]=[CH:10][CH:9]=1)[CH3:2].C(N([CH2:20][CH3:21])CC)C. The catalyst is C(O)C. The product is [CH2:1]([O:3][C:4](=[O:14])[CH2:5][C@@H:20]([N:6]([CH2:7][C:8]1[CH:13]=[CH:12][CH:11]=[CH:10][CH:9]=1)[CH2:5][C:4]([O:3][CH2:1][CH3:2])=[O:14])[CH3:21])[CH3:2]. The yield is 0.430.